This data is from NCI-60 drug combinations with 297,098 pairs across 59 cell lines. The task is: Regression. Given two drug SMILES strings and cell line genomic features, predict the synergy score measuring deviation from expected non-interaction effect. (1) Drug 1: CNC(=O)C1=CC=CC=C1SC2=CC3=C(C=C2)C(=NN3)C=CC4=CC=CC=N4. Drug 2: C1C(C(OC1N2C=NC(=NC2=O)N)CO)O. Cell line: MALME-3M. Synergy scores: CSS=11.4, Synergy_ZIP=-0.977, Synergy_Bliss=4.34, Synergy_Loewe=0.0731, Synergy_HSA=2.45. (2) Drug 1: CC1=C(C(=CC=C1)Cl)NC(=O)C2=CN=C(S2)NC3=CC(=NC(=N3)C)N4CCN(CC4)CCO. Drug 2: CC12CCC3C(C1CCC2O)C(CC4=C3C=CC(=C4)O)CCCCCCCCCS(=O)CCCC(C(F)(F)F)(F)F. Cell line: SNB-75. Synergy scores: CSS=16.8, Synergy_ZIP=-1.10, Synergy_Bliss=3.89, Synergy_Loewe=-9.12, Synergy_HSA=3.02. (3) Drug 1: CC1C(C(=O)NC(C(=O)N2CCCC2C(=O)N(CC(=O)N(C(C(=O)O1)C(C)C)C)C)C(C)C)NC(=O)C3=C4C(=C(C=C3)C)OC5=C(C(=O)C(=C(C5=N4)C(=O)NC6C(OC(=O)C(N(C(=O)CN(C(=O)C7CCCN7C(=O)C(NC6=O)C(C)C)C)C)C(C)C)C)N)C. Drug 2: CCC1(CC2CC(C3=C(CCN(C2)C1)C4=CC=CC=C4N3)(C5=C(C=C6C(=C5)C78CCN9C7C(C=CC9)(C(C(C8N6C)(C(=O)OC)O)OC(=O)C)CC)OC)C(=O)OC)O.OS(=O)(=O)O. Cell line: ACHN. Synergy scores: CSS=-0.744, Synergy_ZIP=3.81, Synergy_Bliss=3.54, Synergy_Loewe=-9.58, Synergy_HSA=1.80. (4) Drug 1: CC1=C2C(C(=O)C3(C(CC4C(C3C(C(C2(C)C)(CC1OC(=O)C(C(C5=CC=CC=C5)NC(=O)OC(C)(C)C)O)O)OC(=O)C6=CC=CC=C6)(CO4)OC(=O)C)OC)C)OC. Drug 2: C1CN1P(=S)(N2CC2)N3CC3. Cell line: RPMI-8226. Synergy scores: CSS=68.6, Synergy_ZIP=1.60, Synergy_Bliss=0.402, Synergy_Loewe=0.448, Synergy_HSA=3.84. (5) Drug 1: CC(CN1CC(=O)NC(=O)C1)N2CC(=O)NC(=O)C2. Drug 2: CC1C(C(CC(O1)OC2CC(CC3=C2C(=C4C(=C3O)C(=O)C5=C(C4=O)C(=CC=C5)OC)O)(C(=O)CO)O)N)O.Cl. Cell line: U251. Synergy scores: CSS=46.2, Synergy_ZIP=-2.19, Synergy_Bliss=-2.85, Synergy_Loewe=0.211, Synergy_HSA=2.29. (6) Drug 1: CC=C1C(=O)NC(C(=O)OC2CC(=O)NC(C(=O)NC(CSSCCC=C2)C(=O)N1)C(C)C)C(C)C. Drug 2: C1C(C(OC1N2C=NC(=NC2=O)N)CO)O. Cell line: U251. Synergy scores: CSS=50.1, Synergy_ZIP=4.67, Synergy_Bliss=5.94, Synergy_Loewe=-20.2, Synergy_HSA=-2.04. (7) Drug 1: CNC(=O)C1=CC=CC=C1SC2=CC3=C(C=C2)C(=NN3)C=CC4=CC=CC=N4. Drug 2: C1=CC(=CC=C1CC(C(=O)O)N)N(CCCl)CCCl.Cl. Cell line: HOP-62. Synergy scores: CSS=31.0, Synergy_ZIP=4.42, Synergy_Bliss=6.75, Synergy_Loewe=1.85, Synergy_HSA=2.12. (8) Drug 1: CNC(=O)C1=CC=CC=C1SC2=CC3=C(C=C2)C(=NN3)C=CC4=CC=CC=N4. Drug 2: CC1C(C(CC(O1)OC2CC(CC3=C2C(=C4C(=C3O)C(=O)C5=C(C4=O)C(=CC=C5)OC)O)(C(=O)C)O)N)O.Cl. Cell line: OVCAR-4. Synergy scores: CSS=6.06, Synergy_ZIP=-2.00, Synergy_Bliss=-0.963, Synergy_Loewe=-1.41, Synergy_HSA=-0.624. (9) Drug 1: C1=CC(=C2C(=C1NCCNCCO)C(=O)C3=C(C=CC(=C3C2=O)O)O)NCCNCCO. Drug 2: COC1=NC(=NC2=C1N=CN2C3C(C(C(O3)CO)O)O)N. Cell line: NCI-H522. Synergy scores: CSS=48.6, Synergy_ZIP=2.00, Synergy_Bliss=2.01, Synergy_Loewe=-25.2, Synergy_HSA=3.58. (10) Drug 1: CC1=C2C(C(=O)C3(C(CC4C(C3C(C(C2(C)C)(CC1OC(=O)C(C(C5=CC=CC=C5)NC(=O)OC(C)(C)C)O)O)OC(=O)C6=CC=CC=C6)(CO4)OC(=O)C)OC)C)OC. Drug 2: COC1=CC(=CC(=C1O)OC)C2C3C(COC3=O)C(C4=CC5=C(C=C24)OCO5)OC6C(C(C7C(O6)COC(O7)C8=CC=CS8)O)O. Cell line: U251. Synergy scores: CSS=49.4, Synergy_ZIP=-11.1, Synergy_Bliss=-16.1, Synergy_Loewe=-12.5, Synergy_HSA=-10.2.